From a dataset of Reaction yield outcomes from USPTO patents with 853,638 reactions. Predict the reaction yield, written as a fraction of the theoretical maximum amount of product (1.0 means a 100% yield; for example, 0.34 means a 34% yield). (1) The reactants are Br[C:2]1[CH:3]=[C:4]([C:8]2([C:21]3[CH:26]=[CH:25][CH:24]=[CH:23][CH:22]=3)[C:20]3[CH:19]=[CH:18][CH:17]=[CH:16][C:15]=3[C:14]3[C:9]2=[CH:10][CH:11]=[CH:12][CH:13]=3)[CH:5]=[CH:6][CH:7]=1.CC(C)([O-])C.[Na+].[NH2:33][C:34]1[CH:39]=[CH:38][CH:37]=[C:36]([CH3:40])[CH:35]=1.C(P(C(C)(C)C)C(C)(C)C)(C)(C)C. The catalyst is C1C=CC(/C=C/C(/C=C/C2C=CC=CC=2)=O)=CC=1.C1C=CC(/C=C/C(/C=C/C2C=CC=CC=2)=O)=CC=1.[Pd].CCCCCC.C1(C)C=CC=CC=1. The product is [CH3:40][C:36]1[CH:35]=[C:34]([NH:33][C:25]2[CH:24]=[CH:23][CH:22]=[C:21]([C:8]3([C:4]4[CH:5]=[CH:6][CH:7]=[CH:2][CH:3]=4)[C:9]4[CH:10]=[CH:11][CH:12]=[CH:13][C:14]=4[C:15]4[C:20]3=[CH:19][CH:18]=[CH:17][CH:16]=4)[CH:26]=2)[CH:39]=[CH:38][CH:37]=1. The yield is 0.820. (2) The reactants are [CH2:1]([OH:4])[CH2:2][OH:3].N#N.N1C=CN=C1.[Si:12](Cl)([C:15]([CH3:18])([CH3:17])[CH3:16])([CH3:14])[CH3:13]. The catalyst is C1COCC1.O. The product is [C:15]([Si:12]([CH3:14])([CH3:13])[O:3][CH2:2][CH2:1][OH:4])([CH3:18])([CH3:17])[CH3:16]. The yield is 0.200. (3) The reactants are [NH2:1][OH:2].Cl.C([O-])([O-])=O.[Na+].[Na+].OC1[C:12]([C:37]#[N:38])=[N:13][C:14]([CH2:17][CH2:18][CH2:19][CH2:20][CH2:21][NH:22][C:23]2[C:24]3[C:29]([N:30]=[C:31]4[C:36]=2[CH2:35][CH2:34][CH2:33][CH2:32]4)=[CH:28][CH:27]=[CH:26][CH:25]=3)=[CH:15][CH:16]=1.C(Cl)Cl.[CH3:42][OH:43]. The catalyst is O. The product is [OH:2][N:1]=[C:37]([C:12]1[C:42]([OH:43])=[CH:16][CH:15]=[C:14]([CH2:17][CH2:18][CH2:19][CH2:20][CH2:21][NH:22][C:23]2[C:24]3[C:29]([N:30]=[C:31]4[C:36]=2[CH2:35][CH2:34][CH2:33][CH2:32]4)=[CH:28][CH:27]=[CH:26][CH:25]=3)[N:13]=1)[NH2:38]. The yield is 0.650.